Dataset: Reaction yield outcomes from USPTO patents with 853,638 reactions. Task: Predict the reaction yield, written as a fraction of the theoretical maximum amount of product (1.0 means a 100% yield; for example, 0.34 means a 34% yield). (1) The reactants are [F:1][C:2]1[CH:28]=[CH:27][C:5]([CH2:6][NH:7][C:8]([C:10]2[N:11]=[C:12]3[C:18]4([NH:21][CH3:22])[CH2:19][CH2:20][CH:15]([CH2:16][CH2:17]4)[CH2:14][N:13]3[C:23](=[O:26])[C:24]=2[OH:25])=[O:9])=[CH:4][CH:3]=1.[O:29]=[C:30]([N:34]1[CH2:38][CH2:37][CH2:36][CH2:35]1)[C:31]([OH:33])=O.C(N(C(C)C)CC)(C)C.F[P-](F)(F)(F)(F)F.N1(OC(N(C)C)=[N+](C)C)C2N=CC=CC=2N=N1. The catalyst is CN(C)C1C=CN=CC=1.CN(C=O)C. The product is [F:1][C:2]1[CH:3]=[CH:4][C:5]([CH2:6][NH:7][C:8]([C:10]2[N:11]=[C:12]3[C:18]4([N:21]([CH3:22])[C:31](=[O:33])[C:30](=[O:29])[N:34]5[CH2:38][CH2:37][CH2:36][CH2:35]5)[CH2:19][CH2:20][CH:15]([CH2:16][CH2:17]4)[CH2:14][N:13]3[C:23](=[O:26])[C:24]=2[OH:25])=[O:9])=[CH:27][CH:28]=1. The yield is 0.400. (2) The reactants are [NH2:1][C@:2]1([CH2:23][OH:24])[CH2:6][CH2:5][C@@H:4]([C:7]2[CH:16]=[CH:15][C:14]3[CH2:13][C@H:12]([CH2:17][CH2:18][CH2:19][CH2:20][CH2:21][CH3:22])[CH2:11][CH2:10][C:9]=3[CH:8]=2)[CH2:3]1.P(Cl)(Cl)([O:27][P:28](Cl)(Cl)=[O:29])=O.[OH2:34]. The catalyst is C(#N)C. The product is [P:28]([OH:27])([OH:34])([O:24][CH2:23][C@@:2]1([NH2:1])[CH2:6][CH2:5][C@@H:4]([C:7]2[CH:16]=[CH:15][C:14]3[CH2:13][C@H:12]([CH2:17][CH2:18][CH2:19][CH2:20][CH2:21][CH3:22])[CH2:11][CH2:10][C:9]=3[CH:8]=2)[CH2:3]1)=[O:29]. The yield is 0.137.